From a dataset of Full USPTO retrosynthesis dataset with 1.9M reactions from patents (1976-2016). Predict the reactants needed to synthesize the given product. (1) Given the product [CH:10]([N:13]1[CH2:18][CH2:17][CH:16]([NH:19][S:20]([CH2:23][C:24]([NH:27][C:7]([C:5]2[S:6][C:2]([Cl:1])=[CH:3][CH:4]=2)=[O:9])([CH3:25])[CH3:26])(=[O:22])=[O:21])[CH2:15][CH2:14]1)([CH3:12])[CH3:11], predict the reactants needed to synthesize it. The reactants are: [Cl:1][C:2]1[S:6][C:5]([C:7]([OH:9])=O)=[CH:4][CH:3]=1.[CH:10]([N:13]1[CH2:18][CH2:17][CH:16]([NH:19][S:20]([CH2:23][C:24]([NH2:27])([CH3:26])[CH3:25])(=[O:22])=[O:21])[CH2:15][CH2:14]1)([CH3:12])[CH3:11]. (2) Given the product [Si:9]([O:16][CH2:17][CH2:18][N:19]([C:7]#[N:6])[C:20]1[CH:21]=[CH:22][C:23]([N:26]2[CH2:34][C:33]3[C:28](=[CH:29][CH:30]=[CH:31][C:32]=3[NH:35][C:36]([C:38]3[S:39][C:40]([Cl:43])=[CH:41][CH:42]=3)=[O:37])[C:27]2=[O:44])=[CH:24][CH:25]=1)([C:12]([CH3:15])([CH3:13])[CH3:14])([CH3:11])[CH3:10], predict the reactants needed to synthesize it. The reactants are: C(=O)(O)[O-].[Na+].[N:6]#[C:7]Br.[Si:9]([O:16][CH2:17][CH2:18][NH:19][C:20]1[CH:25]=[CH:24][C:23]([N:26]2[CH2:34][C:33]3[C:28](=[CH:29][CH:30]=[CH:31][C:32]=3[NH:35][C:36]([C:38]3[S:39][C:40]([Cl:43])=[CH:41][CH:42]=3)=[O:37])[C:27]2=[O:44])=[CH:22][CH:21]=1)([C:12]([CH3:15])([CH3:14])[CH3:13])([CH3:11])[CH3:10].O.ClCCl. (3) Given the product [CH2:1]([O:8][CH2:9][C@@H:10]([CH2:11][N:33]1[CH:34]=[C:35]([CH3:38])[C:36](=[O:37])[N:31]([C:23](=[O:30])[C:24]2[CH:25]=[CH:26][CH:27]=[CH:28][CH:29]=2)[C:32]1=[O:39])[C@H:13]([O:15][Si:16]([C:19]([CH3:22])([CH3:21])[CH3:20])([CH3:18])[CH3:17])[CH3:14])[C:2]1[CH:7]=[CH:6][CH:5]=[CH:4][CH:3]=1, predict the reactants needed to synthesize it. The reactants are: [CH2:1]([O:8][CH2:9][C@H:10]([C@H:13]([O:15][Si:16]([C:19]([CH3:22])([CH3:21])[CH3:20])([CH3:18])[CH3:17])[CH3:14])[CH2:11]O)[C:2]1[CH:7]=[CH:6][CH:5]=[CH:4][CH:3]=1.[C:23]([N:31]1[C:36](=[O:37])[C:35]([CH3:38])=[CH:34][NH:33][C:32]1=[O:39])(=[O:30])[C:24]1[CH:29]=[CH:28][CH:27]=[CH:26][CH:25]=1.C1(P(C2C=CC=CC=2)C2C=CC=CC=2)C=CC=CC=1.CC(OC(/N=N/C(OC(C)C)=O)=O)C. (4) The reactants are: [C:1]([O:5][C:6]([N:8]1[CH2:11][CH:10]([O:12][C:13]2[C:14]3[CH2:22][N:21](CC4C=CC=CC=4)[CH2:20][CH2:19][C:15]=3[N:16]=[CH:17][N:18]=2)[CH2:9]1)=[O:7])([CH3:4])([CH3:3])[CH3:2].C([O-])=O.[NH4+]. Given the product [C:1]([O:5][C:6]([N:8]1[CH2:11][CH:10]([O:12][C:13]2[C:14]3[CH2:22][NH:21][CH2:20][CH2:19][C:15]=3[N:16]=[CH:17][N:18]=2)[CH2:9]1)=[O:7])([CH3:4])([CH3:2])[CH3:3], predict the reactants needed to synthesize it. (5) Given the product [CH2:1]([S:3]([NH:6][C:7]1[CH:8]=[C:9]2[C:13](=[CH:14][CH:15]=1)[NH:12][CH:11]=[C:10]2[CH2:18][CH2:17][C:16]([OH:20])=[O:19])(=[O:5])=[O:4])[CH3:2], predict the reactants needed to synthesize it. The reactants are: [CH2:1]([S:3]([NH:6][C:7]1[CH:8]=[C:9]2[C:13](=[CH:14][CH:15]=1)[NH:12][CH:11]=[CH:10]2)(=[O:5])=[O:4])[CH3:2].[C:16]([OH:20])(=[O:19])[CH:17]=[CH2:18].C(OC(=O)C)(=O)C. (6) Given the product [N:61]1[CH:62]=[CH:63][CH:64]=[C:59]([CH2:58][CH2:57][NH:56][C:3]2[N:4]=[N:5][C:6]([C:20]#[N:21])=[C:7]([N:9]3[CH2:15][CH2:14][C:13]4[CH:16]=[CH:17][CH:18]=[CH:19][C:12]=4[CH2:11][CH2:10]3)[N:8]=2)[CH:60]=1, predict the reactants needed to synthesize it. The reactants are: CS[C:3]1[N:4]=[N:5][C:6]([C:20]#[N:21])=[C:7]([N:9]2[CH2:15][CH2:14][C:13]3[CH:16]=[CH:17][CH:18]=[CH:19][C:12]=3[CH2:11][CH2:10]2)[N:8]=1.ClC1C=CC=C(C(OO)=O)C=1.CS(C1N=NC(C#N)=C(N2CCC3C=CC=CC=3CC2)N=1)(=O)=O.[NH2:56][CH2:57][CH2:58][C:59]1[CH:60]=[N:61][CH:62]=[CH:63][CH:64]=1. (7) The reactants are: [S:1]=[C:2]1[NH:7][C:6]2[NH:8][C:9](=[O:11])[CH2:10][C:5]=2[C:4](=[O:12])[N:3]1[C:13]1[CH:18]=[CH:17][C:16]([O:19][CH2:20][C:21]([F:24])([F:23])[F:22])=[CH:15][CH:14]=1.C(=O)([O-])O.[Na+].Cl[CH2:31][C:32]([NH:34][CH2:35][CH3:36])=[O:33].C(#N)C. Given the product [O:12]=[C:4]1[N:3]([C:13]2[CH:14]=[CH:15][C:16]([O:19][CH2:20][C:21]([F:24])([F:23])[F:22])=[CH:17][CH:18]=2)[C:2]([S:1][CH2:31][C:32]([NH:34][CH2:35][CH3:36])=[O:33])=[N:7][C:6]2[NH:8][C:9](=[O:11])[CH2:10][C:5]1=2, predict the reactants needed to synthesize it. (8) Given the product [CH3:1][O:2][C:3]1[N:8]=[CH:7][C:6]([C:9]2[CH:10]=[C:11]3[C:16](=[CH:17][CH:18]=2)[N:15]=[CH:14][N:13]=[C:12]3[C:19]2[CH:20]=[C:21]([C:22]([N:71]3[CH2:72][CH2:73][NH:68][CH2:69][C@@H:70]3[CH3:74])=[O:24])[CH:25]=[CH:26][CH:27]=2)=[CH:5][CH:4]=1, predict the reactants needed to synthesize it. The reactants are: [CH3:1][O:2][C:3]1[N:8]=[CH:7][C:6]([C:9]2[CH:10]=[C:11]3[C:16](=[CH:17][CH:18]=2)[N:15]=[CH:14][N:13]=[C:12]3[C:19]2[CH:20]=[C:21]([CH:25]=[CH:26][CH:27]=2)[C:22]([OH:24])=O)=[CH:5][CH:4]=1.CN(C(ON1N=NC2C=CC=CC1=2)=[N+](C)C)C.F[P-](F)(F)(F)(F)F.CCN(C(C)C)C(C)C.C(OC([N:68]1[CH2:73][CH2:72][NH:71][C@@H:70]([CH3:74])[CH2:69]1)=O)(C)(C)C.C(O)(C(F)(F)F)=O.